This data is from Full USPTO retrosynthesis dataset with 1.9M reactions from patents (1976-2016). The task is: Predict the reactants needed to synthesize the given product. (1) Given the product [CH3:17][O:16][C:9]1[C:8]([C:3]2[CH:4]=[CH:5][CH:6]=[CH:7][C:2]=2[O:1][CH2:20][C:21]2[CH:26]=[CH:25][CH:24]=[CH:23][N:22]=2)=[N:13][N:12]([CH3:14])[C:11](=[O:15])[CH:10]=1, predict the reactants needed to synthesize it. The reactants are: [OH:1][C:2]1[CH:7]=[CH:6][CH:5]=[CH:4][C:3]=1[C:8]1[C:9]([O:16][CH3:17])=[CH:10][C:11](=[O:15])[N:12]([CH3:14])[N:13]=1.Br.Br[CH2:20][C:21]1[CH:26]=[CH:25][CH:24]=[CH:23][N:22]=1.C(=O)([O-])[O-].[K+].[K+]. (2) Given the product [CH2:1]([O:8][C:9]1[C:10](=[O:16])[N:11]([CH:24]([CH3:26])[CH3:25])[CH:12]=[C:13]([Br:15])[CH:14]=1)[C:2]1[CH:7]=[CH:6][CH:5]=[CH:4][CH:3]=1, predict the reactants needed to synthesize it. The reactants are: [CH2:1]([O:8][C:9]1[C:10](=[O:16])[NH:11][CH:12]=[C:13]([Br:15])[CH:14]=1)[C:2]1[CH:7]=[CH:6][CH:5]=[CH:4][CH:3]=1.C([O-])([O-])=O.[Cs+].[Cs+].I[CH:24]([CH3:26])[CH3:25]. (3) Given the product [C:1]([OH:8])(=[O:7])/[CH:2]=[CH:3]\[C:4]([OH:6])=[O:5].[CH:9]1([C:12]2[C:17]([C:18]3[CH:19]=[CH:20][C:21]([F:24])=[CH:22][CH:23]=3)=[C:16]([F:25])[C:15]([O:26][CH:27]([CH3:29])[CH3:28])=[C:14]([CH2:30][N:31]3[CH2:32][CH2:33][CH:34]([N:37]4[CH:42]=[CH:41][C:40]([C:43]([OH:45])=[O:44])=[C:39]([CH3:46])[C:38]4=[O:47])[CH2:35][CH2:36]3)[CH:13]=2)[CH2:11][CH2:10]1, predict the reactants needed to synthesize it. The reactants are: [C:1]([OH:8])(=[O:7])/[CH:2]=[CH:3]\[C:4]([OH:6])=[O:5].[CH:9]1([C:12]2[C:17]([C:18]3[CH:23]=[CH:22][C:21]([F:24])=[CH:20][CH:19]=3)=[C:16]([F:25])[C:15]([O:26][CH:27]([CH3:29])[CH3:28])=[C:14]([CH2:30][N:31]3[CH2:36][CH2:35][CH:34]([N:37]4[CH:42]=[CH:41][C:40]([C:43]([OH:45])=[O:44])=[C:39]([CH3:46])[C:38]4=[O:47])[CH2:33][CH2:32]3)[CH:13]=2)[CH2:11][CH2:10]1. (4) Given the product [CH3:1][C:2]1[C:7]([CH:8]([CH2:13][CH2:14][CH3:15])[C:9]([OH:11])=[O:10])=[C:6]([C:16]2[CH:21]=[CH:20][C:19]([CH3:22])=[CH:18][CH:17]=2)[N:5]=[C:4]([NH:23][CH2:24][C:25]([CH3:26])([CH3:28])[CH3:27])[N:3]=1, predict the reactants needed to synthesize it. The reactants are: [CH3:1][C:2]1[C:7]([CH:8]([CH2:13][CH2:14][CH3:15])[C:9]([O:11]C)=[O:10])=[C:6]([C:16]2[CH:21]=[CH:20][C:19]([CH3:22])=[CH:18][CH:17]=2)[N:5]=[C:4]([NH:23][CH2:24][C:25]([CH3:28])([CH3:27])[CH3:26])[N:3]=1.[OH-].[Na+].